This data is from Reaction yield outcomes from USPTO patents with 853,638 reactions. The task is: Predict the reaction yield, written as a fraction of the theoretical maximum amount of product (1.0 means a 100% yield; for example, 0.34 means a 34% yield). (1) The reactants are [CH:1]1([C:4]([C:6]2[CH:7]=[N:8][C:9]3[C:14]([C:15]=2Cl)=[N:13][C:12]([Cl:17])=[CH:11][CH:10]=3)=[O:5])[CH2:3][CH2:2]1.[NH2:18][C:19]1[CH:20]=[CH:21][C:22]([N:25]2[CH2:30][CH2:29][CH2:28][C@H:27]([NH:31][C:32](=[O:38])[O:33][C:34]([CH3:37])([CH3:36])[CH3:35])[CH2:26]2)=[N:23][CH:24]=1. No catalyst specified. The product is [Cl:17][C:12]1[N:13]=[C:14]2[C:9](=[CH:10][CH:11]=1)[N:8]=[CH:7][C:6]([C:4]([CH:1]1[CH2:3][CH2:2]1)=[O:5])=[C:15]2[NH:18][C:19]1[CH:20]=[CH:21][C:22]([N:25]2[CH2:30][CH2:29][CH2:28][C@H:27]([NH:31][C:32](=[O:38])[O:33][C:34]([CH3:36])([CH3:35])[CH3:37])[CH2:26]2)=[N:23][CH:24]=1. The yield is 0.630. (2) The reactants are ClC(Cl)(Cl)[C:3]([NH:5][C:6]1[CH:11]=[CH:10][C:9]([O:12][C:13]2[CH:14]=[C:15]3[C:20](=[CH:21][CH:22]=2)[N:19]=[CH:18][N:17]([CH3:23])[C:16]3=[O:24])=[CH:8][CH:7]=1)=[O:4].[OH-].[Na+].[F:29][C:30]([F:39])([F:38])[C:31]1[N:36]=[CH:35][N:34]=[C:33]([NH2:37])[CH:32]=1. The catalyst is CS(C)=O. The product is [CH3:23][N:17]1[C:16](=[O:24])[C:15]2[C:20](=[CH:21][CH:22]=[C:13]([O:12][C:9]3[CH:8]=[CH:7][C:6]([NH:5][C:3]([NH:37][C:33]4[CH:32]=[C:31]([C:30]([F:39])([F:29])[F:38])[N:36]=[CH:35][N:34]=4)=[O:4])=[CH:11][CH:10]=3)[CH:14]=2)[N:19]=[CH:18]1. The yield is 0.350. (3) The reactants are [CH:1]([N:3]1[CH2:8][CH2:7][NH:6][CH2:5][CH2:4]1)=O.[Cl:9]C[C:11]([C:13]1[CH:18]=[CH:17][CH:16]=[CH:15][CH:14]=1)=[O:12].C([O-])([O-])=O.[K+].[K+]. The catalyst is CC(C)=O. The product is [ClH:9].[ClH:9].[CH2:1]([N:3]1[CH2:8][CH2:7][NH:6][CH2:5][CH2:4]1)[C:11]([C:13]1[CH:18]=[CH:17][CH:16]=[CH:15][CH:14]=1)=[O:12]. The yield is 0.570. (4) The reactants are [Cl:1][C:2]1[CH:7]=[CH:6][C:5]([CH2:8][C:9](=[O:16])[CH2:10][C:11]([O:13][CH2:14][CH3:15])=[O:12])=[CH:4][CH:3]=1.S(Cl)([Cl:20])(=O)=O. The catalyst is C(Cl)Cl. The product is [Cl:20][CH:10]([C:9](=[O:16])[CH2:8][C:5]1[CH:4]=[CH:3][C:2]([Cl:1])=[CH:7][CH:6]=1)[C:11]([O:13][CH2:14][CH3:15])=[O:12]. The yield is 1.00. (5) The reactants are Cl[C:2]1[N:10]=[C:9](Cl)[CH:8]=[CH:7][C:3]=1[C:4]([NH2:6])=[O:5].[O:12]([C:19]1[CH:24]=[CH:23][C:22]([OH:25])=[CH:21][CH:20]=1)[C:13]1[CH:18]=[CH:17][CH:16]=[CH:15][CH:14]=1.C(O[C:31]([N:33]1[CH2:38][CH:37]=[C:36](B(O)O)[CH2:35][CH2:34]1)=[O:32])(C)(C)C.[C:42](Cl)(=O)[CH:43]=C.N1C=CCCC1.N1CCCCC1. The catalyst is [Pd]. The product is [C:31]([N:33]1[CH2:34][CH2:35][CH:36]([C:9]2[CH:8]=[CH:7][C:3]([C:4]([NH2:6])=[O:5])=[C:2]([O:25][C:22]3[CH:21]=[CH:20][C:19]([O:12][C:13]4[CH:18]=[CH:17][CH:16]=[CH:15][CH:14]=4)=[CH:24][CH:23]=3)[N:10]=2)[CH2:37][CH2:38]1)(=[O:32])[CH:42]=[CH2:43]. The yield is 0.320. (6) The reactants are [CH3:1][O:2][C:3](=[O:38])[C:4]1[CH:9]=[CH:8][C:7]([CH2:10][N:11]2[CH:15]=[C:14]([C:16]3[CH:21]=[CH:20][C:19]([Cl:22])=[CH:18][C:17]=3[Cl:23])[N:13]=[C:12]2[CH2:24][C:25]2[CH:30]=[CH:29][C:28]([C:31]3[CH:36]=[CH:35][CH:34]=[C:33]([NH2:37])[CH:32]=3)=[CH:27][CH:26]=2)=[CH:6][CH:5]=1.[CH2:39]([S:41](Cl)(=[O:43])=[O:42])[CH3:40]. No catalyst specified. The product is [CH3:1][O:2][C:3](=[O:38])[C:4]1[CH:9]=[CH:8][C:7]([CH2:10][N:11]2[CH:15]=[C:14]([C:16]3[CH:21]=[CH:20][C:19]([Cl:22])=[CH:18][C:17]=3[Cl:23])[N:13]=[C:12]2[CH2:24][C:25]2[CH:30]=[CH:29][C:28]([C:31]3[CH:36]=[CH:35][CH:34]=[C:33]([NH:37][S:41]([CH2:39][CH3:40])(=[O:43])=[O:42])[CH:32]=3)=[CH:27][CH:26]=2)=[CH:6][CH:5]=1. The yield is 0.750.